This data is from Full USPTO retrosynthesis dataset with 1.9M reactions from patents (1976-2016). The task is: Predict the reactants needed to synthesize the given product. (1) Given the product [CH3:1][N:2]([CH2:4][CH2:5][CH2:6][C@@:7]1([C:17]2[CH:22]=[CH:21][C:20]([F:23])=[CH:19][CH:18]=2)[O:11][CH2:10][C:9]2[CH:12]=[C:13]([C:24]#[N:25])[CH:14]=[CH:15][C:8]1=2)[CH3:3].[C:30]([OH:32])([C:29]([OH:34])=[O:33])=[O:31], predict the reactants needed to synthesize it. The reactants are: [CH3:1][N:2]([CH2:4][CH2:5][CH2:6][C:7]1([C:17]2[CH:22]=[CH:21][C:20]([F:23])=[CH:19][CH:18]=2)[O:11][CH2:10][C:9]2[CH:12]=[C:13](Br)[CH:14]=[CH:15][C:8]1=2)[CH3:3].[C-:24]#[N:25].[Na+].O=O.[C:29]([OH:34])(=[O:33])[C:30]([OH:32])=[O:31]. (2) Given the product [C:1]([C:5]1[CH:47]=[CH:46][C:8]2[C:9](=[O:45])[N:10]([C:14]3[CH:21]=[CH:20][CH:19]=[C:18]([C:22]4[CH:27]=[C:26]([NH:28][C:29]5[CH:34]=[CH:33][C:32]([C:35]([N:37]6[CH2:42][CH2:41][O:40][CH2:39][CH2:38]6)=[O:36])=[CH:31][N:30]=5)[C:25](=[O:43])[N:24]([CH3:44])[CH:23]=4)[C:15]=3[CH2:16][OH:17])[CH2:11][CH2:12][O:13][C:7]=2[CH:6]=1)([CH3:4])([CH3:2])[CH3:3], predict the reactants needed to synthesize it. The reactants are: [C:1]([C:5]1[CH:47]=[CH:46][C:8]2[C:9](=[O:45])[N:10]([C:14]3[CH:21]=[CH:20][CH:19]=[C:18]([C:22]4[CH:27]=[C:26]([NH:28][C:29]5[CH:34]=[CH:33][C:32]([C:35]([N:37]6[CH2:42][CH2:41][O:40][CH2:39][CH2:38]6)=[O:36])=[CH:31][N:30]=5)[C:25](=[O:43])[N:24]([CH3:44])[CH:23]=4)[C:15]=3[CH:16]=[O:17])[CH2:11][CH2:12][O:13][C:7]=2[CH:6]=1)([CH3:4])([CH3:3])[CH3:2].[BH4-].[Na+]. (3) Given the product [CH3:8][C:9]1[C:10](=[O:22])[O:11][C:12]([CH2:20][O:21][S:24]([CH3:23])(=[O:26])=[O:25])=[C:13]([CH3:19])[C:14]=1[O:15][CH2:16][O:17][CH3:18], predict the reactants needed to synthesize it. The reactants are: C(N(CC)CC)C.[CH3:8][C:9]1[C:10](=[O:22])[O:11][C:12]([CH2:20][OH:21])=[C:13]([CH3:19])[C:14]=1[O:15][CH2:16][O:17][CH3:18].[CH3:23][S:24](Cl)(=[O:26])=[O:25].O. (4) Given the product [CH3:1][O:2][C:3]1[CH:4]=[C:5]2[C:10](=[CH:11][C:12]=1[O:13][CH3:14])[N:9]=[CH:8][N:7]=[C:6]2[O:15][C:16]1[CH:22]=[CH:21][C:19]([NH:20][C:41](=[O:47])[O:42][CH2:43][CH2:53][O:52][C:51]2[CH:56]=[CH:57][CH:58]=[CH:59][C:50]=2[F:49])=[CH:18][CH:17]=1, predict the reactants needed to synthesize it. The reactants are: [CH3:1][O:2][C:3]1[CH:4]=[C:5]2[C:10](=[CH:11][C:12]=1[O:13][CH3:14])[N:9]=[CH:8][N:7]=[C:6]2[O:15][C:16]1[CH:22]=[CH:21][C:19]([NH2:20])=[CH:18][CH:17]=1.C1(C)C=CC=CC=1.C(N(CC)CC)C.ClC(Cl)(O[C:41](=[O:47])[O:42][C:43](Cl)(Cl)Cl)Cl.[F:49][C:50]1[CH:59]=[CH:58][CH:57]=[CH:56][C:51]=1[O:52][CH2:53]CO.